From a dataset of Forward reaction prediction with 1.9M reactions from USPTO patents (1976-2016). Predict the product of the given reaction. (1) Given the reactants [F:1][C:2]1[CH:7]=[CH:6][C:5]([C:8](=O)[CH:9](O[Si](C(C)(C)C)(C)C)[C:10]2[CH:15]=[CH:14][N:13]=[CH:12][CH:11]=2)=[CH:4][CH:3]=1.[NH2:25][C:26]1[CH:31]=[N:30][CH:29]=[CH:28][N:27]=1.Cl, predict the reaction product. The product is: [N:13]1[CH:12]=[CH:11][C:10]([C:9]2[C:31]3[C:26](=[N:27][CH:28]=[CH:29][N:30]=3)[NH:25][C:8]=2[C:5]2[CH:4]=[CH:3][C:2]([F:1])=[CH:7][CH:6]=2)=[CH:15][CH:14]=1. (2) Given the reactants [C:1]([O:5]CC(C[O:5][C:1](=[O:4])[CH:2]=[CH2:3])(C[O:5][C:1](=[O:4])[CH:2]=[CH2:3])C[O:5][C:1](=[O:4])[CH:2]=[CH2:3])(=[O:4])[CH:2]=[CH2:3].[C:26]([O:30][CH2:31][C:32](CO)(COC(=O)C=C)COC(=O)C=C)(=[O:29])C=C.COC1C=CC(O)=CC=1.C(CCN=C=O)CCC[N:60]=C=O, predict the reaction product. The product is: [C:1]([OH:5])(=[O:4])[CH:2]=[CH2:3].[NH2:60][C:26]([O:30][CH2:31][CH3:32])=[O:29]. (3) Given the reactants [NH2:1][C:2]1[C:3]([F:20])=[C:4]([C:12]2[CH:17]=[CH:16][C:15]([F:18])=[CH:14][C:13]=2[F:19])[C:5]([Br:11])=[CH:6][C:7]=1[C:8](O)=[O:9].C(O)(=O)C.[CH:25](=N)[NH2:26], predict the reaction product. The product is: [Br:11][C:5]1[CH:6]=[C:7]2[C:2](=[C:3]([F:20])[C:4]=1[C:12]1[CH:17]=[CH:16][C:15]([F:18])=[CH:14][C:13]=1[F:19])[N:1]=[CH:25][N:26]=[C:8]2[OH:9]. (4) Given the reactants [CH:1]1([NH:6][C:7]2[C:8]3[N:9]([CH:16]=[C:17]([N+:19]([O-])=O)[CH:18]=3)[N:10]=[CH:11][C:12]=2[C:13]([NH2:15])=[O:14])[CH2:5][CH2:4][CH2:3][CH2:2]1, predict the reaction product. The product is: [NH2:19][C:17]1[CH:18]=[C:8]2[C:7]([NH:6][CH:1]3[CH2:2][CH2:3][CH2:4][CH2:5]3)=[C:12]([C:13]([NH2:15])=[O:14])[CH:11]=[N:10][N:9]2[CH:16]=1.